From a dataset of Tyrosyl-DNA phosphodiesterase HTS with 341,365 compounds. Binary Classification. Given a drug SMILES string, predict its activity (active/inactive) in a high-throughput screening assay against a specified biological target. The compound is O(C(=O)c1c(n(c(c1)c1ccccc1)c1cc(ccc1)C(=O)Nc1cc(OC)cc(OC)c1)C)CC. The result is 0 (inactive).